Dataset: Drug-target binding data from BindingDB using Kd measurements. Task: Regression. Given a target protein amino acid sequence and a drug SMILES string, predict the binding affinity score between them. We predict pKd (pKd = -log10(Kd in M); higher means stronger binding). Dataset: bindingdb_kd. (1) The small molecule is COc1cc(Nc2ncc(F)c(Nc3ccc4c(n3)NC(=O)C(C)(C)O4)n2)cc(OC)c1OC. The target is PFCDPK1(Pfalciparum). The pKd is 5.0. (2) The small molecule is Nc1nc2nc(SCC(=O)c3ccccc3)[nH]c2c(=O)[nH]1. The target protein sequence is MIQAYLGLGSNIGDRESQLNDAIKILNEYDGINVSNISPIYETAPVGYTEQPNFLNLCVEIQTTLTVLQLLECCLKTEECLHRIRKERWGPRTLDVDILLYGEEMIDLPKLSVPHPRMNERAFVLIPLNDIAANVVEPRSKLKVKDLVFVDDSVKRYK. The pKd is 5.0.